Dataset: Forward reaction prediction with 1.9M reactions from USPTO patents (1976-2016). Task: Predict the product of the given reaction. (1) Given the reactants [OH:1][C:2]1[CH:7]=[C:6]([OH:8])[CH:5]=[C:4]([OH:9])[C:3]=1[C:10](=[O:12])[CH3:11].C(=O)([O-])[O-].[K+].[K+].[CH2:19](Cl)[C:20]1[CH:25]=[CH:24][CH:23]=[CH:22][CH:21]=1, predict the reaction product. The product is: [CH2:19]([O:8][C:6]1[CH:7]=[C:2]([O:1][CH2:10][C:3]2[CH:4]=[CH:5][CH:6]=[CH:7][CH:2]=2)[C:3]([C:10](=[O:12])[CH3:11])=[C:4]([OH:9])[CH:5]=1)[C:20]1[CH:25]=[CH:24][CH:23]=[CH:22][CH:21]=1. (2) Given the reactants [Cl:1][C:2]1[CH:3]=[C:4]([C:8]2[C:9]([C:22]([O:24]C)=[O:23])=[CH:10][CH:11]=[C:12]([O:14][CH2:15][C:16]3[CH:21]=[CH:20][CH:19]=[CH:18][CH:17]=3)[CH:13]=2)[CH:5]=[CH:6][CH:7]=1.CO.[OH-].[Na+].Cl, predict the reaction product. The product is: [Cl:1][C:2]1[CH:3]=[C:4]([C:8]2[C:9]([C:22]([OH:24])=[O:23])=[CH:10][CH:11]=[C:12]([O:14][CH2:15][C:16]3[CH:21]=[CH:20][CH:19]=[CH:18][CH:17]=3)[CH:13]=2)[CH:5]=[CH:6][CH:7]=1. (3) Given the reactants [F:1][C:2]1[N:7]=[C:6]([C:8]2[N:9]([CH2:13][C:14]3[N:19]=[N:18][C:17]([NH2:20])=[CH:16][C:15]=3[CH2:21][CH2:22][CH3:23])[CH:10]=[CH:11][N:12]=2)[CH:5]=[CH:4][CH:3]=1.Br[CH2:25][C:26]([C:28]([F:31])([F:30])[F:29])=O, predict the reaction product. The product is: [F:1][C:2]1[N:7]=[C:6]([C:8]2[N:9]([CH2:13][C:14]3[C:15]([CH2:21][CH2:22][CH3:23])=[CH:16][C:17]4[N:18]([CH:25]=[C:26]([C:28]([F:31])([F:30])[F:29])[N:20]=4)[N:19]=3)[CH:10]=[CH:11][N:12]=2)[CH:5]=[CH:4][CH:3]=1. (4) Given the reactants [OH:1][C@H:2]1[CH2:7][CH2:6][C@H:5]([C:8]([O:10][CH2:11][CH3:12])=[O:9])[CH2:4][CH2:3]1.O[C:14]1[CH:29]=[CH:28][C:17]([C:18]([O:20][CH2:21][C:22]2[CH:27]=[CH:26][CH:25]=[CH:24][CH:23]=2)=[O:19])=[CH:16][CH:15]=1.N(C(N1CCCCC1)=O)=NC(N1CCCCC1)=O.C(P(CCCC)CCCC)CCC, predict the reaction product. The product is: [CH2:11]([O:10][C:8]([C@@H:5]1[CH2:4][CH2:3][C@H:2]([O:1][C:14]2[CH:29]=[CH:28][C:17]([C:18]([O:20][CH2:21][C:22]3[CH:27]=[CH:26][CH:25]=[CH:24][CH:23]=3)=[O:19])=[CH:16][CH:15]=2)[CH2:7][CH2:6]1)=[O:9])[CH3:12]. (5) Given the reactants [F:1][C:2]([F:23])([P:13](=[O:22])([O:18][CH:19]([CH3:21])[CH3:20])[O:14][CH:15]([CH3:17])[CH3:16])[P:3](=[O:12])([O:8][CH:9]([CH3:11])[CH3:10])[O:4][CH:5]([CH3:7])[CH3:6].C[Si]([N-][Si](C)(C)C)(C)C.[Na+].C1C=CC(S(N(S(C2C=CC=CC=2)(=O)=O)F)(=O)=O)=CC=1, predict the reaction product. The product is: [F:23][C:2]([F:1])([P:3](=[O:12])([O:4][CH:5]([CH3:7])[CH3:6])[O:8][CH:9]([CH3:11])[CH3:10])[P:13](=[O:22])([O:18][CH:19]([CH3:21])[CH3:20])[O:14][CH:15]([CH3:17])[CH3:16].[F:1][CH:2]([P:3](=[O:12])([O:4][CH:5]([CH3:7])[CH3:6])[O:8][CH:9]([CH3:11])[CH3:10])[P:13](=[O:22])([O:18][CH:19]([CH3:20])[CH3:21])[O:14][CH:15]([CH3:17])[CH3:16]. (6) Given the reactants [OH:1][CH2:2][C:3]1[CH:4]=[CH:5][C:6]2[O:11][CH2:10][C:9](=[O:12])[NH:8][C:7]=2[CH:13]=1.[H-].[Na+].Br[CH2:17][CH2:18][CH2:19][CH2:20][O:21][Si:22]([CH:29]([CH3:31])[CH3:30])([CH:26]([CH3:28])[CH3:27])[CH:23]([CH3:25])[CH3:24].C(=O)([O-])O.[Na+], predict the reaction product. The product is: [OH:1][CH2:2][C:3]1[CH:4]=[CH:5][C:6]2[O:11][CH2:10][C:9](=[O:12])[N:8]([CH2:17][CH2:18][CH2:19][CH2:20][O:21][Si:22]([CH:26]([CH3:27])[CH3:28])([CH:23]([CH3:25])[CH3:24])[CH:29]([CH3:30])[CH3:31])[C:7]=2[CH:13]=1. (7) Given the reactants [CH2:1]([O:8][C:9]([NH:11][C@@H:12]([CH3:16])[C:13]([OH:15])=O)=[O:10])[C:2]1[CH:7]=[CH:6][CH:5]=[CH:4][CH:3]=1.C(N1C=CN=C1)(N1C=CN=C1)=O.[K+].[C:30]([O:36][CH2:37][CH3:38])(=[O:35])[CH2:31]C([O-])=O.[Cl-].[Mg+2].[Cl-].[Cl-].[NH4+], predict the reaction product. The product is: [CH2:1]([O:8][C:9]([NH:11][C@@H:12]([CH3:16])[C:13](=[O:15])[CH2:31][C:30]([O:36][CH2:37][CH3:38])=[O:35])=[O:10])[C:2]1[CH:3]=[CH:4][CH:5]=[CH:6][CH:7]=1.